This data is from Experimentally validated miRNA-target interactions with 360,000+ pairs, plus equal number of negative samples. The task is: Binary Classification. Given a miRNA mature sequence and a target amino acid sequence, predict their likelihood of interaction. (1) The protein sequence of the target gene is MELGGHWDMNSAPRLVSETAERKQEQKTGTEAEAADSGAVGARRFLLCLYLVGFLDLFGVSMVVPLLSLHVKSLGASPTVAGIVGSSYGILQLFSSTLVGCWSDVVGRRSSLLACILLSALGYLLLGAATNVFLFVLARVPAGIFKHTLSISRALLSDVVPEKERPLVIGHFNTASGVGFILGPVVGGYLTELEDGFYLTAFICFLVFILNAGLVWFFPWREAKPGSTEKGLPLRKTHVLLGRSHDTVQEAATSRRARASKKTAQPWVEVVLALRNMKNLLFSEMWDIFLVRLLMAMAVM.... Result: 1 (interaction). The miRNA is hsa-miR-7-5p with sequence UGGAAGACUAGUGAUUUUGUUGUU. (2) The miRNA is hsa-miR-3159 with sequence UAGGAUUACAAGUGUCGGCCAC. The protein sequence of the target gene is MPFLELDTNLPANRVPAGLEKRLCAAAASILGKPADRVNVTVRPGLAMALSGSTEPCAQLSISSIGVVGTAEDNRSHSAHFFEFLTKELALGQDRILIRFFPLESWQIGKIGTVMTFL. Result: 1 (interaction). (3) The miRNA is hsa-miR-7973 with sequence UGUGACCCUAGAAUAAUUAC. The protein sequence of the target gene is MSDQDHSMDEVTAVKIEKGVGGNNGGSGNGGGAAFSQTRSSSTGSSSSSGGGGGQESQPSPLALLAATCSRIESPNENSNNSQGPSQSGGTGELDLTATQLSQGANGWQIISSSSGATPTSKEQSGNSTNGSNGSESSKNRTVSGGQYVVAATPNLQNQQVLTGLPGVMPNIQYQVIPQFQTVDGQQLQFAATGAQVQQDGSGQIQIIPGANQQIITNRGSGGNIIAAMPNLLQQAVPLQGLANNVLSGQTQYVTNVPVALNGNITLLPVNSVSAATLTPSSQAGTISSSGSQESGSQPV.... Result: 0 (no interaction). (4) The miRNA is hsa-miR-4740-5p with sequence AGGACUGAUCCUCUCGGGCAGG. The protein sequence of the target gene is MVSDEDELNLLVIVVDANPIWWGKQALKESQFTLSKCIDAVMVLGNSHLFMNRSNKLAVIASHIQESRFLYPGKNGRLGDFFGDPGNPPEFNPSGSKDGKYELLTSANEVIVEEIKDLMTKSDIKGQHTETLLAGSLAKALCYIHRMNKEVKDNQEMKSRILVIKAAEDSALQYMNFMNVIFAAQKQNILIDACVLDSDSGLLQQACDITGGLYLKVPQMPSLLQYLLWVFLPDQDQRSQLILPPPVHVDYRAACFCHRNLIEIGYVCSVCLSIFCNFSPICTTCETAFKISLPPVLKAK.... Result: 0 (no interaction). (5) The miRNA is hsa-miR-4284 with sequence GGGCUCACAUCACCCCAU. The protein sequence of the target gene is MPEPAKSAPAPKKGSKKAVTKAQKKDGKKRKRSRKESYSIYVYKVLKQVHPDTGISSKAMGIMNSFVNDIFERIAGEASRLAHYNKRSTITSREIQTAVRLLLPGELAKHAVSEGTKAVTKYTSAK. Result: 1 (interaction). (6) The miRNA is hsa-miR-6510-5p with sequence CAGCAGGGGAGAGAGAGGAGUC. The protein sequence of the target gene is MDLHMMNCELLATCSALGYLEGDTYHKEPDCLESVKDLIRYLRHEDETRDVRQQLGAAQILQSDLLPILTQHHQDKPLFDAVIRLMVNLTQPALLCFGNLPKEPSFRHHFLQVLTYLQAYKEAFASEKAFGVLSETLYELLQLGWEERQEEDNLLIERILLLVRNILHVPADLDQEKKIDDDASAHDQLLWAIHLSGLDDLLLFLASSSAEEQWSLHVLEIVSLMFRDQNPEQLAGVGQGRLAQERSADFAELEVLRQREMAEKKTRALQRGNRHSRFGGSYIVQGLKSIGERDLIFHKG.... Result: 0 (no interaction). (7) The miRNA is hsa-miR-6514-3p with sequence CUGCCUGUUCUUCCACUCCAG. The protein sequence of the target gene is MSAPFEERSGVVPCGTPWGQWYQTLEEVFIEVQVPPGTRAQDIQCGLQSRHVALSVGGREILKGKLFDSTIADEGTWTLEDRKMVRIVLTKTKRDAANCWTSLLESEYAADPWVQDQMQRKLTLERFQKENPGFDFSGAEISGNYTKGGPDFSNLEK. Result: 1 (interaction). (8) The miRNA is hsa-miR-6730-3p with sequence CCUGACACCCCAUCUGCCCUCA. The protein sequence of the target gene is MELLMCSGQAESGGSSSTESSSLSGGLRFGQKIYFEDGSGSRSKNRVNTVRKSSTTARCQVEGCRMDLSNVKAYYSRHKVCCIHSKSSKVIVSGLHQRFCQQCSRFHQLSEFDLEKRSCRRRLACHNERRRKPQPTTALFTSHYSRIAPSLYGNPNAAMIKSVLGDPTAWSTARSVMQRPGPWQINPVRETHPHMNVLSHGSSSFTTCPEMINNNSTDSSCALSLLSNSYPIHQQQLQTPTNTWRPSSGFDSMISFSDKVTMAQPPPISTHQPPISTHQQYLSQTWEVIAGEKSNSHYMS.... Result: 0 (no interaction). (9) The miRNA is mmu-miR-5113 with sequence ACAGAGGAGGAGAGAGAUCCUGU. The protein sequence of the target gene is MGSRTPESPLHAVQLRWGPRRRPPLLPLLLLLLPPPPRVGGFNLDAEAPAVLSGPPGSFFGFSVEFYRPGTDGVSVLVGAPKANTSQPGVLQGGAVYLCPWGASPTQCTPIEFDSKGSRLLESSLSSSEGEEPVEYKSLQWFGATVRAHGSSILACAPLYSWRTEKEPLSDPVGTCYLSTDNFTRILEYAPCRSDFSWAAGQGYCQGGFSAEFTKTGRVVLGGPGSYFWQGQILSATQEQIAESYYPEYLINLVQGQLQTRQASSIYDDSYLGYSVAVGEFSGDDTEDFVAGVPKGNLTY.... Result: 0 (no interaction). (10) The miRNA is hsa-miR-4306 with sequence UGGAGAGAAAGGCAGUA. The protein sequence of the target gene is MSTEGPSLASSPAISPLAFLSAPVTPGTLAEATDPLPMLIALACIFLLLATCLLFMTLCKPAALDPSRRRAHECMPHHPGSPSEPQLRLWKRLGSLRLSLHSFRHGRPTVPRQPLPGPEDNRSHCDYMESTKM. Result: 1 (interaction).